From a dataset of Peptide-MHC class I binding affinity with 185,985 pairs from IEDB/IMGT. Regression. Given a peptide amino acid sequence and an MHC pseudo amino acid sequence, predict their binding affinity value. This is MHC class I binding data. (1) The peptide sequence is WDFISTPPL. The MHC is Mamu-A07 with pseudo-sequence Mamu-A07. The binding affinity (normalized) is 0.321. (2) The peptide sequence is ETVKMGAFMY. The MHC is HLA-A68:01 with pseudo-sequence HLA-A68:01. The binding affinity (normalized) is 0.619. (3) The peptide sequence is KDGTLFYCY. The MHC is HLA-B51:01 with pseudo-sequence HLA-B51:01. The binding affinity (normalized) is 0.0847.